From a dataset of Merck oncology drug combination screen with 23,052 pairs across 39 cell lines. Regression. Given two drug SMILES strings and cell line genomic features, predict the synergy score measuring deviation from expected non-interaction effect. (1) Synergy scores: synergy=110. Drug 2: Cn1cc(-c2cnn3c(N)c(Br)c(C4CCCNC4)nc23)cn1. Cell line: A375. Drug 1: Cc1nc(Nc2ncc(C(=O)Nc3c(C)cccc3Cl)s2)cc(N2CCN(CCO)CC2)n1. (2) Drug 1: COC12C(COC(N)=O)C3=C(C(=O)C(C)=C(N)C3=O)N1CC1NC12. Drug 2: CS(=O)(=O)CCNCc1ccc(-c2ccc3ncnc(Nc4ccc(OCc5cccc(F)c5)c(Cl)c4)c3c2)o1. Cell line: NCIH460. Synergy scores: synergy=-1.05.